This data is from NCI-60 drug combinations with 297,098 pairs across 59 cell lines. The task is: Regression. Given two drug SMILES strings and cell line genomic features, predict the synergy score measuring deviation from expected non-interaction effect. (1) Drug 1: COC1=C(C=C2C(=C1)N=CN=C2NC3=CC(=C(C=C3)F)Cl)OCCCN4CCOCC4. Drug 2: CC1C(C(=O)NC(C(=O)N2CCCC2C(=O)N(CC(=O)N(C(C(=O)O1)C(C)C)C)C)C(C)C)NC(=O)C3=C4C(=C(C=C3)C)OC5=C(C(=O)C(=C(C5=N4)C(=O)NC6C(OC(=O)C(N(C(=O)CN(C(=O)C7CCCN7C(=O)C(NC6=O)C(C)C)C)C)C(C)C)C)N)C. Cell line: LOX IMVI. Synergy scores: CSS=29.6, Synergy_ZIP=29.6, Synergy_Bliss=31.5, Synergy_Loewe=32.2, Synergy_HSA=32.0. (2) Drug 1: CNC(=O)C1=CC=CC=C1SC2=CC3=C(C=C2)C(=NN3)C=CC4=CC=CC=N4. Drug 2: CC1C(C(=O)NC(C(=O)N2CCCC2C(=O)N(CC(=O)N(C(C(=O)O1)C(C)C)C)C)C(C)C)NC(=O)C3=C4C(=C(C=C3)C)OC5=C(C(=O)C(=C(C5=N4)C(=O)NC6C(OC(=O)C(N(C(=O)CN(C(=O)C7CCCN7C(=O)C(NC6=O)C(C)C)C)C)C(C)C)C)N)C. Cell line: UO-31. Synergy scores: CSS=-2.02, Synergy_ZIP=0.692, Synergy_Bliss=1.26, Synergy_Loewe=0.179, Synergy_HSA=-0.0884. (3) Drug 1: CC(C1=C(C=CC(=C1Cl)F)Cl)OC2=C(N=CC(=C2)C3=CN(N=C3)C4CCNCC4)N. Drug 2: B(C(CC(C)C)NC(=O)C(CC1=CC=CC=C1)NC(=O)C2=NC=CN=C2)(O)O. Cell line: DU-145. Synergy scores: CSS=7.18, Synergy_ZIP=-3.05, Synergy_Bliss=-1.83, Synergy_Loewe=-5.00, Synergy_HSA=-2.57. (4) Drug 1: C1=NC(=NC(=O)N1C2C(C(C(O2)CO)O)O)N. Drug 2: COCCOC1=C(C=C2C(=C1)C(=NC=N2)NC3=CC=CC(=C3)C#C)OCCOC.Cl. Cell line: IGROV1. Synergy scores: CSS=27.2, Synergy_ZIP=-9.62, Synergy_Bliss=1.37, Synergy_Loewe=0.698, Synergy_HSA=1.05. (5) Drug 1: C1CN1P(=S)(N2CC2)N3CC3. Drug 2: C1=CC=C(C(=C1)C(C2=CC=C(C=C2)Cl)C(Cl)Cl)Cl. Cell line: 786-0. Synergy scores: CSS=8.89, Synergy_ZIP=-2.59, Synergy_Bliss=0.627, Synergy_Loewe=-4.74, Synergy_HSA=1.11. (6) Drug 1: C1CCN(CC1)CCOC2=CC=C(C=C2)C(=O)C3=C(SC4=C3C=CC(=C4)O)C5=CC=C(C=C5)O. Drug 2: CC1=C(C(CCC1)(C)C)C=CC(=CC=CC(=CC(=O)O)C)C. Cell line: HOP-62. Synergy scores: CSS=-10.6, Synergy_ZIP=4.09, Synergy_Bliss=1.72, Synergy_Loewe=-5.57, Synergy_HSA=-5.17.